Predict which catalyst facilitates the given reaction. From a dataset of Catalyst prediction with 721,799 reactions and 888 catalyst types from USPTO. (1) Reactant: [C:1]([Si:5]([CH3:28])([CH3:27])[O:6][C@H:7]([C:20]1[CH:21]=[N:22][C:23]([Cl:26])=[CH:24][CH:25]=1)[CH2:8]OS(C1C=CC(C)=CC=1)(=O)=O)([CH3:4])([CH3:3])[CH3:2].[NH2:29][C:30]([CH3:42])([CH3:41])[CH2:31][C:32]1[CH:37]=[CH:36][C:35]([N+:38]([O-:40])=[O:39])=[CH:34][CH:33]=1. Product: [C:1]([Si:5]([CH3:27])([CH3:28])[O:6][C@H:7]([C:20]1[CH:21]=[N:22][C:23]([Cl:26])=[CH:24][CH:25]=1)[CH2:8][NH:29][C:30]([CH3:42])([CH3:41])[CH2:31][C:32]1[CH:33]=[CH:34][C:35]([N+:38]([O-:40])=[O:39])=[CH:36][CH:37]=1)([CH3:2])([CH3:3])[CH3:4]. The catalyst class is: 16. (2) Reactant: [Cl:1][C:2]1[CH:7]=[CH:6][C:5]([CH:8]=[O:9])=[CH:4][C:3]=1[S:10]([NH2:13])(=[O:12])=[O:11].CO[CH:16](OC)[N:17]([CH3:19])[CH3:18]. Product: [Cl:1][C:2]1[CH:7]=[CH:6][C:5]([CH:8]=[O:9])=[CH:4][C:3]=1[S:10]([N:13]=[CH:16][N:17]([CH3:19])[CH3:18])(=[O:12])=[O:11]. The catalyst class is: 4.